Predict the reaction yield, written as a fraction of the theoretical maximum amount of product (1.0 means a 100% yield; for example, 0.34 means a 34% yield). From a dataset of Reaction yield outcomes from USPTO patents with 853,638 reactions. (1) The reactants are O=[C:2]1[C@@H:7]2[CH2:8][C@@H:4]([CH2:5][N:6]2[C:9]2[CH:16]=[CH:15][C:12]([C:13]#[N:14])=[CH:11][CH:10]=2)[CH2:3]1.[NH2:17][C@@H:18]1[CH2:23][CH2:22][CH2:21][CH2:20][C@H:19]1[NH:24][C:25](=[O:31])[O:26][C:27]([CH3:30])([CH3:29])[CH3:28].[O-]S([O-])(=O)=O.[Na+].[Na+].C(O[BH-](OC(=O)C)OC(=O)C)(=O)C.[Na+]. The catalyst is CC(O)=O.C(Cl)Cl. The product is [C:13]([C:12]1[CH:15]=[CH:16][C:9]([N:6]2[CH2:5][C@H:4]3[CH2:8][C@@H:7]2[C@@H:2]([NH:17][C@@H:18]2[CH2:23][CH2:22][CH2:21][CH2:20][C@H:19]2[NH:24][C:25](=[O:31])[O:26][C:27]([CH3:29])([CH3:28])[CH3:30])[CH2:3]3)=[CH:10][CH:11]=1)#[N:14]. The yield is 0.890. (2) The reactants are [Br:1][C:2]1[CH:7]=[CH:6][CH:5]=[CH:4][C:3]=1[CH2:8][CH2:9][C:10]([C:12]1[CH:17]=[CH:16][CH:15]=[C:14]([CH:18]2[O:22][CH2:21][CH2:20][O:19]2)[CH:13]=1)=[O:11].CB1N2CCC[C@@H]2C(C2C=CC=CC=2)(C2C=CC=CC=2)O1.S(C)C. The catalyst is O1CCCC1. The product is [Br:1][C:2]1[CH:7]=[CH:6][CH:5]=[CH:4][C:3]=1[CH2:8][CH2:9][C@@H:10]([C:12]1[CH:17]=[CH:16][CH:15]=[C:14]([CH:18]2[O:19][CH2:20][CH2:21][O:22]2)[CH:13]=1)[OH:11]. The yield is 0.900. (3) The reactants are [CH3:1][O:2][C@@H:3]1[CH2:8][CH2:7][C@H:6]([N:9]2[C:18]3[C:13](=[N:14][CH:15]=[C:16]([Sn](C)(C)C)[N:17]=3)[NH:12][C:11](=[O:23])[CH2:10]2)[CH2:5][CH2:4]1.Br[C:25]1[C:26]([CH3:42])=[N:27][C:28]([C:31]2[N:35]=[CH:34][N:33](C3CCCCO3)[N:32]=2)=[CH:29][CH:30]=1.[C:43]1(C)C=[CH:47][CH:46]=[CH:45][C:44]=1P([C:45]1[CH:46]=[CH:47]C=[CH:43][C:44]=1C)[C:45]1[CH:46]=[CH:47]C=[CH:43][C:44]=1C.C(N(CC)CC)C.CN(C)C=[O:75]. The catalyst is C1C=CC(/C=C/C(/C=C/C2C=CC=CC=2)=O)=CC=1.C1C=CC(/C=C/C(/C=C/C2C=CC=CC=2)=O)=CC=1.C1C=CC(/C=C/C(/C=C/C2C=CC=CC=2)=O)=CC=1.[Pd].[Pd]. The product is [CH3:1][O:2][C@@H:3]1[CH2:8][CH2:7][C@H:6]([N:9]2[C:18]3[C:13](=[N:14][CH:15]=[C:16]([C:25]4[C:26]([CH3:42])=[N:27][C:28]([C:31]5[N:35]([CH:47]6[CH2:46][CH2:45][CH2:44][CH2:43][O:75]6)[CH:34]=[N:33][N:32]=5)=[CH:29][CH:30]=4)[N:17]=3)[NH:12][C:11](=[O:23])[CH2:10]2)[CH2:5][CH2:4]1. The yield is 0.800. (4) The yield is 0.530. The reactants are Cl.[NH2:2][CH2:3][C:4]1[CH:12]=[CH:11][CH:10]=[C:9]2[C:5]=1[C:6](=[O:22])[N:7]([CH:14]1[CH2:19][CH2:18][C:17](=[O:20])[NH:16][C:15]1=[O:21])[C:8]2=[O:13].[F:23][C:24]1[CH:25]=[C:26]([CH:30]=[CH:31][C:32]=1[C:33]([F:36])([F:35])[F:34])[C:27](Cl)=[O:28].C(N(C(C)C)CC)(C)C. The catalyst is C(Cl)Cl. The product is [O:21]=[C:15]1[CH:14]([N:7]2[C:6](=[O:22])[C:5]3[C:9](=[CH:10][CH:11]=[CH:12][C:4]=3[CH2:3][NH:2][C:27](=[O:28])[C:26]3[CH:30]=[CH:31][C:32]([C:33]([F:34])([F:35])[F:36])=[C:24]([F:23])[CH:25]=3)[C:8]2=[O:13])[CH2:19][CH2:18][C:17](=[O:20])[NH:16]1. (5) The reactants are I[CH2:2][CH3:3].[Br:4][C:5]1[CH:6]=[C:7]([C:17]([O:19][CH3:20])=[O:18])[CH:8]=[C:9]2[C:14]=1[O:13][C:12](=[S:15])[CH:11]=[C:10]2[OH:16].C(=O)([O-])[O-].[K+].[K+]. The catalyst is CC(C)=O. The product is [Br:4][C:5]1[CH:6]=[C:7]([C:17]([O:19][CH3:20])=[O:18])[CH:8]=[C:9]2[C:14]=1[O:13][C:12]([S:15][CH2:2][CH3:3])=[CH:11][C:10]2=[O:16]. The yield is 0.720. (6) The reactants are [CH3:1][C:2]1([CH3:28])[CH2:7][CH2:6][C:5]([C:8]2[CH:13]=[C:12]([C:14](O)([CH3:16])[CH3:15])[CH:11]=[CH:10][C:9]=2[NH:18][C:19]([C:21]2[NH:22][CH:23]=[C:24]([C:26]#[N:27])[N:25]=2)=[O:20])=[CH:4][CH2:3]1.O=S(Cl)Cl.[OH:33][CH2:34][CH2:35][N:36]1[CH2:41][CH2:40][NH:39][CH2:38][CH2:37]1.CCOC(C)=O. The catalyst is C(Cl)Cl. The product is [CH3:1][C:2]1([CH3:28])[CH2:7][CH2:6][C:5]([C:8]2[CH:13]=[C:12]([C:14]([N:39]3[CH2:40][CH2:41][N:36]([CH2:35][CH2:34][OH:33])[CH2:37][CH2:38]3)([CH3:16])[CH3:15])[CH:11]=[CH:10][C:9]=2[NH:18][C:19]([C:21]2[NH:22][CH:23]=[C:24]([C:26]#[N:27])[N:25]=2)=[O:20])=[CH:4][CH2:3]1. The yield is 0.580. (7) The reactants are [O:1]1[CH:5]=[CH:4][CH:3]=[C:2]1[C:6]1[S:10][C:9]([CH2:11][C:12]2[CH:13]=[C:14]([C@H:24]3[C@H:29]([OH:30])[C@@H:28]([OH:31])[C@H:27]([OH:32])[C@@H:26]([CH2:33][OH:34])[O:25]3)[C:15]3[C:20]([C:21]=2[O:22]C)=[CH:19][CH:18]=[CH:17][CH:16]=3)=[N:8][N:7]=1.B(Br)(Br)Br. The product is [O:1]1[CH:5]=[CH:4][CH:3]=[C:2]1[C:6]1[S:10][C:9]([CH2:11][C:12]2[CH:13]=[C:14]([C@H:24]3[C@H:29]([OH:30])[C@@H:28]([OH:31])[C@H:27]([OH:32])[C@@H:26]([CH2:33][OH:34])[O:25]3)[C:15]3[C:20]([C:21]=2[OH:22])=[CH:19][CH:18]=[CH:17][CH:16]=3)=[N:8][N:7]=1. The yield is 0.740. The catalyst is C(Cl)Cl.